This data is from Reaction yield outcomes from USPTO patents with 853,638 reactions. The task is: Predict the reaction yield, written as a fraction of the theoretical maximum amount of product (1.0 means a 100% yield; for example, 0.34 means a 34% yield). (1) The reactants are [CH3:1][C:2]([O:4][C:5]([CH3:7])=[O:6])=O.[C:8]([O:12][C:13]([N:15]1[CH2:20][CH2:19][N:18]([C:21]2[N:26]=[CH:25][N+:24]([O-])=[C:23]3C[CH2:29][C@@H:30](C)[C:22]=23)[CH2:17][CH2:16]1)=[O:14])([CH3:11])([CH3:10])[CH3:9]. No catalyst specified. The product is [C:5]([O:4][CH:2]1[C:23]2[N:24]=[CH:25][N:26]=[C:21]([N:18]3[CH2:19][CH2:20][N:15]([C:13]([O:12][C:8]([CH3:11])([CH3:10])[CH3:9])=[O:14])[CH2:16][CH2:17]3)[C:22]=2[C@H:30]([CH3:29])[CH2:1]1)(=[O:6])[CH3:7]. The yield is 1.00. (2) The reactants are [NH2:1][C:2]1[C:11]([F:12])=[C:10](F)[C:9]([F:14])=[C:8]2[C:3]=1[C:4](=[O:21])[C:5]([C:18]([OH:20])=[O:19])=[CH:6][N:7]2[CH:15]1[CH2:17][CH2:16]1.[NH2:22][CH:23]1[NH:27][CH:26]([CH3:28])[CH2:25][CH2:24]1. No catalyst specified. The product is [NH2:1][C:2]1[C:11]([F:12])=[C:10]([N:27]2[CH:23]([NH2:22])[CH2:24][CH2:25][CH:26]2[CH3:28])[C:9]([F:14])=[C:8]2[C:3]=1[C:4](=[O:21])[C:5]([C:18]([OH:20])=[O:19])=[CH:6][N:7]2[CH:15]1[CH2:16][CH2:17]1. The yield is 0.400. (3) The reactants are [C:1]([OH:13])(=O)/[CH:2]=[CH:3]/[C:4]1[CH:11]=[CH:10][C:8]([OH:9])=[C:6]([OH:7])[CH:5]=1.C1CN([P+](ON2N=NC3C=CC=CC2=3)(N2CCCC2)N2CCCC2)CC1.F[P-](F)(F)(F)(F)F.C(N(CC)CC)C.Cl.[CH3:55][O:56][C:57](=[O:68])[C@@H:58]([CH2:60][C:61]1[CH:66]=[CH:65][C:64]([OH:67])=[CH:63][CH:62]=1)[NH2:59]. The catalyst is CN(C=O)C.C(OC(=O)C)C. The product is [CH3:55][O:56][C:57](=[O:68])[C@H:58]([NH:59][C:1](=[O:13])/[CH:2]=[CH:3]/[C:4]1[CH:11]=[CH:10][C:8]([OH:9])=[C:6]([OH:7])[CH:5]=1)[CH2:60][C:61]1[CH:66]=[CH:65][C:64]([OH:67])=[CH:63][CH:62]=1. The yield is 0.810.